From a dataset of Full USPTO retrosynthesis dataset with 1.9M reactions from patents (1976-2016). Predict the reactants needed to synthesize the given product. (1) Given the product [OH:38][CH2:37][CH2:36][NH:35][C:2]1[CH:30]=[CH:29][C:5]([C:6]([NH:8][CH2:9][C:10](=[O:28])[NH:11][CH:12]2[CH2:13][N:14]([CH:16]3[CH2:21][CH2:20][CH:19]([C:22]4[CH:27]=[CH:26][CH:25]=[CH:24][CH:23]=4)[CH2:18][CH2:17]3)[CH2:15]2)=[O:7])=[CH:4][C:3]=1[C:31]([F:34])([F:33])[F:32], predict the reactants needed to synthesize it. The reactants are: F[C:2]1[CH:30]=[CH:29][C:5]([C:6]([NH:8][CH2:9][C:10](=[O:28])[NH:11][CH:12]2[CH2:15][N:14]([CH:16]3[CH2:21][CH2:20][CH:19]([C:22]4[CH:27]=[CH:26][CH:25]=[CH:24][CH:23]=4)[CH2:18][CH2:17]3)[CH2:13]2)=[O:7])=[CH:4][C:3]=1[C:31]([F:34])([F:33])[F:32].[NH2:35][CH2:36][CH2:37][OH:38]. (2) Given the product [CH:1]1([N:6]2[C:15]3[N:14]=[C:13]([N:16]4[CH:20]=[CH:19][C:18]([C:21]([NH:30][CH3:29])=[O:23])=[N:17]4)[N:12]=[CH:11][C:10]=3[N:9]([CH3:24])[C:8](=[O:25])[C@H:7]2[CH2:26][CH3:27])[CH2:5][CH2:4][CH2:3][CH2:2]1, predict the reactants needed to synthesize it. The reactants are: [CH:1]1([N:6]2[C:15]3[N:14]=[C:13]([N:16]4[CH:20]=[CH:19][C:18]([C:21]([OH:23])=O)=[N:17]4)[N:12]=[CH:11][C:10]=3[N:9]([CH3:24])[C:8](=[O:25])[C@H:7]2[CH2:26][CH3:27])[CH2:5][CH2:4][CH2:3][CH2:2]1.Cl.[CH3:29][NH2:30]. (3) The reactants are: [O:1]1[C:6]2[CH:7]=[CH:8][C:9]([C:11](O)([CH3:18])[CH2:12][C:13]([O:15][CH2:16][CH3:17])=[O:14])=[CH:10][C:5]=2[O:4][CH2:3][CH2:2]1.FC(F)(F)C(O)=O.[CH3:27][S:28][CH2:29][C:30]1[CH:31]=[CH:32][CH:33]=[C:34]2[C:38]=1[NH:37][CH:36]=[CH:35]2. Given the product [O:1]1[C:6]2[CH:7]=[CH:8][C:9]([C:11]([C:35]3[C:34]4[C:38](=[C:30]([CH2:29][S:28][CH3:27])[CH:31]=[CH:32][CH:33]=4)[NH:37][CH:36]=3)([CH3:18])[CH2:12][C:13]([O:15][CH2:16][CH3:17])=[O:14])=[CH:10][C:5]=2[O:4][CH2:3][CH2:2]1, predict the reactants needed to synthesize it. (4) Given the product [CH3:1][C:2]1[CH:7]=[C:6]([C:8]2[CH:9]=[CH:10][C:11]([C:14]([F:16])([F:17])[F:15])=[CH:12][CH:13]=2)[C:5]([C:18]([O:20][CH3:21])=[O:19])=[CH:4][CH:3]=1, predict the reactants needed to synthesize it. The reactants are: [CH3:1][C:2]1[CH:7]=[C:6]([C:8]2[CH:13]=[CH:12][C:11]([C:14]([F:17])([F:16])[F:15])=[CH:10][CH:9]=2)[C:5]([C:18]([OH:20])=[O:19])=[CH:4][CH:3]=1.[C:21](=O)([O-])O.[Na+].CI.O.